From a dataset of Full USPTO retrosynthesis dataset with 1.9M reactions from patents (1976-2016). Predict the reactants needed to synthesize the given product. (1) Given the product [F:27][C:24]1[CH:25]=[CH:26][C:21]([C@:13]2([CH2:16][C:17]3([OH:20])[CH2:19][CH2:18]3)[O:12][C:11](=[O:28])[N:10]([C@H:8]([C:5]3[CH:6]=[CH:7][C:2]([C:34]4[CH:33]=[CH:32][N:31]=[C:30]([CH3:29])[CH:35]=4)=[CH:3][CH:4]=3)[CH3:9])[CH2:15][CH2:14]2)=[CH:22][CH:23]=1, predict the reactants needed to synthesize it. The reactants are: Br[C:2]1[CH:7]=[CH:6][C:5]([C@@H:8]([N:10]2[CH2:15][CH2:14][C@@:13]([C:21]3[CH:26]=[CH:25][C:24]([F:27])=[CH:23][CH:22]=3)([CH2:16][C:17]3([OH:20])[CH2:19][CH2:18]3)[O:12][C:11]2=[O:28])[CH3:9])=[CH:4][CH:3]=1.[CH3:29][C:30]1[CH:35]=[C:34](B(O)O)[CH:33]=[CH:32][N:31]=1. (2) Given the product [Br:1][C:2]1[CH:3]=[CH:4][C:5]([CH3:11])=[C:6]([CH2:7][OH:8])[CH:10]=1, predict the reactants needed to synthesize it. The reactants are: [Br:1][C:2]1[CH:3]=[CH:4][C:5]([CH3:11])=[C:6]([CH:10]=1)[C:7](O)=[O:8].CO.B.